This data is from Forward reaction prediction with 1.9M reactions from USPTO patents (1976-2016). The task is: Predict the product of the given reaction. (1) Given the reactants [C:1]([O-:12])(=[O:11])[C:2]1[CH:10]=[CH:9][C:5]([C:6]([O-])=O)=[CH:4][CH:3]=1.[C:17]([O-])(=[O:18])[C:16]1[CH:15]=CC=[C:16]([C:17]([O-])=[O:18])[CH:15]=1, predict the reaction product. The product is: [OH:18][C:5]1[CH:9]=[CH:10][C:2]([C:1]([OH:12])=[O:11])=[CH:3][CH:4]=1.[OH:18][C:17]1[CH:6]=[C:5]2[C:9](=[CH:15][CH:16]=1)[CH:10]=[C:2]([C:1]([OH:12])=[O:11])[CH:3]=[CH:4]2. (2) Given the reactants [S:1]1[CH:5]=[CH:4][CH:3]=[C:2]1[CH:6]=O.[CH3:8][O:9][CH2:10][CH2:11][NH2:12].[C:13]1(=[O:24])[O:19][C:17](=O)[C:16]2=[CH:20][CH:21]=[CH:22][CH:23]=[C:15]2[CH2:14]1.[NH2:25][C:26]1[CH:31]=[CH:30][C:29]([Cl:32])=[CH:28][N:27]=1, predict the reaction product. The product is: [Cl:32][C:29]1[CH:30]=[CH:31][C:26]([NH:25][C:13]([CH:14]2[C:15]3[C:16](=[CH:20][CH:21]=[CH:22][CH:23]=3)[C:17](=[O:19])[N:12]([CH2:11][CH2:10][O:9][CH3:8])[CH:6]2[C:2]2[S:1][CH:5]=[CH:4][CH:3]=2)=[O:24])=[N:27][CH:28]=1. (3) Given the reactants ClC1C=CC=CC=1NC(=O)NC1C=CC(C2SC(C3CCC(CC(O)=O)CC3)=NC=2)=CC=1.[F:33][C:34]1[CH:35]=[C:36]([NH:41][C:42](=[O:67])[NH:43][C:44]2[CH:49]=[CH:48][C:47]([C:50]3[S:54][C:53]([CH:55]4[CH2:60][CH2:59][CH:58]([CH2:61][C:62]([O:64]CC)=[O:63])[CH2:57][CH2:56]4)=[N:52][CH:51]=3)=[CH:46][CH:45]=2)[CH:37]=[C:38]([F:40])[CH:39]=1, predict the reaction product. The product is: [F:33][C:34]1[CH:35]=[C:36]([NH:41][C:42](=[O:67])[NH:43][C:44]2[CH:49]=[CH:48][C:47]([C:50]3[S:54][C:53]([CH:55]4[CH2:56][CH2:57][CH:58]([CH2:61][C:62]([OH:64])=[O:63])[CH2:59][CH2:60]4)=[N:52][CH:51]=3)=[CH:46][CH:45]=2)[CH:37]=[C:38]([F:40])[CH:39]=1. (4) Given the reactants [CH2:1]([O:3][C:4](=[O:13])[C:5]1[CH:10]=[C:9]([OH:11])[CH:8]=[C:7]([OH:12])[CH:6]=1)[CH3:2].C([O-])([O-])=O.[K+].[K+].BrC[C:22]1[CH:29]=[CH:28][C:25]([C:26]#[N:27])=[CH:24][CH:23]=1, predict the reaction product. The product is: [CH2:1]([O:3][C:4](=[O:13])[C:5]1[CH:10]=[C:9]([O:11][C:22]2[CH:29]=[CH:28][C:25]([C:26]#[N:27])=[CH:24][CH:23]=2)[CH:8]=[C:7]([O:12][C:22]2[CH:23]=[CH:24][C:25]([C:26]#[N:27])=[CH:28][CH:29]=2)[CH:6]=1)[CH3:2]. (5) Given the reactants [C:1]([O:5][C:6]([NH:8][C@H:9]([CH2:29][C:30]1[CH:35]=[C:34]([F:36])[C:33]([F:37])=[CH:32][C:31]=1[F:38])[CH2:10][C:11]([N:13]1[CH2:18][CH2:17][N:16]2[C:19]([C:25]([F:28])([F:27])[F:26])=[N:20][C:21]([C:22](O)=[O:23])=[C:15]2[CH2:14]1)=[O:12])=[O:7])([CH3:4])([CH3:3])[CH3:2].Cl.[NH:40]1[CH2:45][CH2:44][S:43](=[O:47])(=[O:46])[CH2:42][CH2:41]1.O=C1N([ClH]P([ClH]N2CCOC2=O)=O)CCO1.C(N(CC)CC)C, predict the reaction product. The product is: [C:1]([O:5][C:6](=[O:7])[NH:8][C@H:9]([CH2:29][C:30]1[CH:35]=[C:34]([F:36])[C:33]([F:37])=[CH:32][C:31]=1[F:38])[CH2:10][C:11]([N:13]1[CH2:18][CH2:17][N:16]2[C:19]([C:25]([F:28])([F:26])[F:27])=[N:20][C:21]([C:22]([N:40]3[CH2:45][CH2:44][S:43](=[O:47])(=[O:46])[CH2:42][CH2:41]3)=[O:23])=[C:15]2[CH2:14]1)=[O:12])([CH3:2])([CH3:4])[CH3:3]. (6) Given the reactants [NH2:1][C:2]1[N:7]=[CH:6][C:5]([S:8][CH2:9][CH2:10][OH:11])=[CH:4][CH:3]=1.C([O:15][CH2:16][C:17]1[C:22]([N:23]2[N:32]=[CH:31][C:30]3[C:25](=[C:26]([F:37])[CH:27]=[C:28]([C:33]([CH3:36])([CH3:35])[CH3:34])[CH:29]=3)[C:24]2=[O:38])=[CH:21][CH:20]=[CH:19][C:18]=1[C:39]1[CH:44]=[C:43](Br)[C:42](=[O:46])[N:41]([CH3:47])[N:40]=1)(=O)C.CC1(C)C2C(=C(P(C3C=CC=CC=3)C3C=CC=CC=3)C=CC=2)OC2C(P(C3C=CC=CC=3)C3C=CC=CC=3)=CC=CC1=2.C([O-])([O-])=O.[Cs+].[Cs+], predict the reaction product. The product is: [C:33]([C:28]1[CH:29]=[C:30]2[C:25](=[C:26]([F:37])[CH:27]=1)[C:24](=[O:38])[N:23]([C:22]1[CH:21]=[CH:20][CH:19]=[C:18]([C:39]3[CH:44]=[C:43]([NH:1][C:2]4[CH:3]=[CH:4][C:5]([S:8][CH2:9][CH2:10][OH:11])=[CH:6][N:7]=4)[C:42](=[O:46])[N:41]([CH3:47])[N:40]=3)[C:17]=1[CH2:16][OH:15])[N:32]=[CH:31]2)([CH3:36])([CH3:34])[CH3:35]. (7) Given the reactants COC1C=C2C(C(OC[C:15]3[N:19]4[CH:20]=[C:21](C#N)[CH:22]=[CH:23][C:18]4=[N:17][N:16]=3)=CC=N2)=CC=1.[C:26](=[O:29])([O-])[O-:27].[Na+].[Na+], predict the reaction product. The product is: [N:17]1[N:16]=[CH:15][N:19]2[CH:20]=[C:21]([C:26]([OH:27])=[O:29])[CH:22]=[CH:23][C:18]=12. (8) Given the reactants COC1C=CC([P:9]([C:12]2C=CC(OC)=CC=2)(=[O:11])[OH:10])=CC=1.[OH-:20].[CH2:21]([N+:25]([CH2:34][CH2:35][CH2:36][CH3:37])([CH2:30][CH2:31][CH2:32][CH3:33])[CH2:26][CH2:27][CH2:28][CH3:29])[CH2:22][CH2:23][CH3:24].C[CH:39]([OH:41])C, predict the reaction product. The product is: [OH:20][CH2:12][P:9]([CH2:39][OH:41])(=[O:11])[O-:10].[CH2:34]([N+:25]([CH2:21][CH2:22][CH2:23][CH3:24])([CH2:26][CH2:27][CH2:28][CH3:29])[CH2:30][CH2:31][CH2:32][CH3:33])[CH2:35][CH2:36][CH3:37].